Dataset: Forward reaction prediction with 1.9M reactions from USPTO patents (1976-2016). Task: Predict the product of the given reaction. (1) Given the reactants [C:1]1([CH3:32])[CH:6]=[CH:5][C:4]([N:7]2[C:11]([NH2:12])=[CH:10][C:9]([C:13]3[CH:18]=[CH:17][C:16]([NH:19][S:20]([C:23]4[CH:28]=[CH:27][C:26]([N+:29]([O-])=O)=[CH:25][CH:24]=4)(=[O:22])=[O:21])=[CH:15][CH:14]=3)=[N:8]2)=[CH:3][CH:2]=1.[H][H], predict the reaction product. The product is: [C:1]1([CH3:32])[CH:2]=[CH:3][C:4]([N:7]2[C:11]([NH2:12])=[CH:10][C:9]([C:13]3[CH:14]=[CH:15][C:16]([NH:19][S:20]([C:23]4[CH:28]=[CH:27][C:26]([NH2:29])=[CH:25][CH:24]=4)(=[O:21])=[O:22])=[CH:17][CH:18]=3)=[N:8]2)=[CH:5][CH:6]=1. (2) The product is: [NH2:1][C:2]1[C:7]([F:8])=[C:6]([Cl:21])[N:5]=[C:4]([C:10]([O:12][CH:13]([CH3:15])[CH3:14])=[O:11])[CH:3]=1. Given the reactants [NH2:1][C:2]1[C:7]([F:8])=[C:6](F)[N:5]=[C:4]([C:10]([O:12][CH:13]([CH3:15])[CH3:14])=[O:11])[CH:3]=1.C([O-])(O)=O.[Na+].[ClH:21], predict the reaction product. (3) The product is: [N:33]1[CH:34]=[CH:35][CH:36]=[CH:37][C:32]=1[CH2:31][N:27]1[C:28]2[C:24](=[CH:23][C:22]([NH:21][C:13]3[C:12]4[C:11]([OH:3])=[CH:20][CH:19]=[CH:18][C:17]=4[N:16]=[CH:15][N:14]=3)=[CH:30][CH:29]=2)[CH:25]=[N:26]1. Given the reactants [H-].[Na+].[OH:3]CCNC(=O)C.F[C:11]1[CH:20]=[CH:19][CH:18]=[C:17]2[C:12]=1[C:13]([NH:21][C:22]1[CH:23]=[C:24]3[C:28](=[CH:29][CH:30]=1)[N:27]([CH2:31][C:32]1[CH:37]=[CH:36][CH:35]=[CH:34][N:33]=1)[N:26]=[CH:25]3)=[N:14][CH:15]=[N:16]2, predict the reaction product. (4) Given the reactants [CH3:1][N:2]1[CH2:7][CH2:6][N:5]([C:8]2[CH:14]=[CH:13][CH:12]=[CH:11][C:9]=2N)[CH2:4][CH2:3]1.N([O-])=O.[Na+].[OH-].[Na+].[BrH:21], predict the reaction product. The product is: [Br:21][C:9]1[CH:11]=[CH:12][CH:13]=[CH:14][C:8]=1[N:5]1[CH2:6][CH2:7][N:2]([CH3:1])[CH2:3][CH2:4]1. (5) Given the reactants Br[C:2]1[CH:7]=[C:6]([C:8]([CH3:11])([CH3:10])[CH3:9])[CH:5]=[CH:4][N:3]=1.[C:12]1([C:21]2[CH:26]=[CH:25][CH:24]=[CH:23][CH:22]=2)[CH:17]=[CH:16][CH:15]=[C:14](B(O)O)[CH:13]=1.C([O-])([O-])=O.[K+].[K+].COCCOC, predict the reaction product. The product is: [C:12]1([C:21]2[CH:22]=[CH:23][CH:24]=[CH:25][CH:26]=2)[CH:17]=[CH:16][CH:15]=[C:14]([C:2]2[CH:7]=[C:6]([C:8]([CH3:11])([CH3:10])[CH3:9])[CH:5]=[CH:4][N:3]=2)[CH:13]=1. (6) Given the reactants [CH2:1]([C:3]1[CH:18]=[C:17]([C:19]2[CH:24]=[CH:23][CH:22]=[CH:21][CH:20]=2)[C:16]([O:25][CH2:26][C:27]2[CH:32]=[CH:31][CH:30]=[CH:29][CH:28]=2)=[CH:15][C:4]=1[O:5][CH2:6][CH2:7][CH2:8][CH2:9][C:10]([CH3:14])([CH3:13])[CH2:11][NH2:12])[CH3:2].C(N(CC)CC)C.[NH:40]([C:60]([O:62][C:63]([CH3:66])([CH3:65])[CH3:64])=[O:61])[C@H:41]([C:50](ON1C(=O)CCC1=O)=[O:51])[CH2:42][C:43](=[O:49])[O:44][C:45]([CH3:48])([CH3:47])[CH3:46], predict the reaction product. The product is: [C:63]([O:62][C:60]([NH:40][CH:41]([C:50](=[O:51])[NH:12][CH2:11][C:10]([CH3:14])([CH3:13])[CH2:9][CH2:8][CH2:7][CH2:6][O:5][C:4]1[CH:15]=[C:16]([O:25][CH2:26][C:27]2[CH:32]=[CH:31][CH:30]=[CH:29][CH:28]=2)[C:17]([C:19]2[CH:20]=[CH:21][CH:22]=[CH:23][CH:24]=2)=[CH:18][C:3]=1[CH2:1][CH3:2])[CH2:42][C:43]([O:44][C:45]([CH3:48])([CH3:47])[CH3:46])=[O:49])=[O:61])([CH3:65])([CH3:64])[CH3:66]. (7) Given the reactants [Cl:1][C:2]1[CH:3]=[C:4]([C:9]2([C:24]([F:27])([F:26])[F:25])[O:13][N:12]=[C:11]([C:14]3[CH:22]=[CH:21][C:17]([C:18]([OH:20])=O)=[C:16]([F:23])[CH:15]=3)[CH2:10]2)[CH:5]=[C:6]([Cl:8])[CH:7]=1, predict the reaction product. The product is: [CH2:11]([NH:12][C:18](=[O:20])[C:17]1[CH:21]=[CH:22][C:14]([C:11]2[CH2:10][C:9]([C:4]3[CH:5]=[C:6]([Cl:8])[CH:7]=[C:2]([Cl:1])[CH:3]=3)([C:24]([F:27])([F:26])[F:25])[O:13][N:12]=2)=[CH:15][C:16]=1[F:23])[C:14]1[CH:22]=[CH:21][CH:17]=[CH:16][CH:15]=1. (8) Given the reactants NC1C(C(N[C:15]2[CH:16]=[N:17][CH:18]=[C:19](F)[C:20]=2N2CCN(C(C3CNC3)=O)CC2)=O)=C2N=CC(F)=CN2N=1.[C:34]([O-:37])(O)=[O:35].[Na+].[CH3:51][C:50]([O:49][C:47](O[C:47]([O:49][C:50]([CH3:53])([CH3:52])[CH3:51])=[O:48])=[O:48])([CH3:53])[CH3:52], predict the reaction product. The product is: [C:50]([O:49][C:47]([N:17]1[CH2:18][C:19]2[CH:18]=[N:17][CH:16]=[C:15]([C:34]([OH:37])=[O:35])[C:20]=2[CH2:15][CH2:16]1)=[O:48])([CH3:51])([CH3:52])[CH3:53]. (9) Given the reactants [CH3:1][O:2][C:3]1[CH:4]=[N:5][C:6]([N:11]2[C:20](=[O:21])[C:19]3[C:14](=[CH:15][C:16]([C:22]([OH:24])=O)=[CH:17][CH:18]=3)[NH:13][C:12]2=[S:25])=[N:7][C:8]=1[O:9][CH3:10].[NH2:26][CH2:27][C:28]([O:30]C(C)(C)C)=[O:29].CCN(C(C)C)C(C)C.CN(C(ON1N=NC2C=CC=NC1=2)=[N+](C)C)C.F[P-](F)(F)(F)(F)F, predict the reaction product. The product is: [CH3:10][O:9][C:8]1[C:3]([O:2][CH3:1])=[CH:4][N:5]=[C:6]([N:11]2[C:20](=[O:21])[C:19]3[C:14](=[CH:15][C:16]([C:22]([NH:26][CH2:27][C:28]([OH:30])=[O:29])=[O:24])=[CH:17][CH:18]=3)[NH:13][C:12]2=[S:25])[N:7]=1.